Task: Regression. Given a peptide amino acid sequence and an MHC pseudo amino acid sequence, predict their binding affinity value. This is MHC class I binding data.. Dataset: Peptide-MHC class I binding affinity with 185,985 pairs from IEDB/IMGT (1) The peptide sequence is AVVKSDNKL. The MHC is HLA-A02:02 with pseudo-sequence HLA-A02:02. The binding affinity (normalized) is 0.0630. (2) The peptide sequence is RVYINVVVK. The MHC is HLA-B58:01 with pseudo-sequence HLA-B58:01. The binding affinity (normalized) is 0.0847. (3) The MHC is HLA-A31:01 with pseudo-sequence HLA-A31:01. The binding affinity (normalized) is 1.00. The peptide sequence is IIKLPTLFGR. (4) The peptide sequence is HYHYRLWHY. The MHC is HLA-A01:01 with pseudo-sequence HLA-A01:01. The binding affinity (normalized) is 0. (5) The peptide sequence is SYCEPSSYR. The MHC is HLA-A68:01 with pseudo-sequence HLA-A68:01. The binding affinity (normalized) is 0.381. (6) The peptide sequence is NSESGNSRY. The MHC is HLA-A25:01 with pseudo-sequence HLA-A25:01. The binding affinity (normalized) is 0.0847. (7) The peptide sequence is SVFALLPPQ. The MHC is HLA-A02:03 with pseudo-sequence HLA-A02:03. The binding affinity (normalized) is 0.0847. (8) The peptide sequence is SWHHTSDDF. The MHC is HLA-A29:02 with pseudo-sequence HLA-A29:02. The binding affinity (normalized) is 0.0847. (9) The peptide sequence is TVAYFNMVY. The MHC is HLA-A23:01 with pseudo-sequence HLA-A23:01. The binding affinity (normalized) is 0.117. (10) The peptide sequence is EQNWDWNRY. The MHC is HLA-A03:01 with pseudo-sequence HLA-A03:01. The binding affinity (normalized) is 0.0847.